From a dataset of Forward reaction prediction with 1.9M reactions from USPTO patents (1976-2016). Predict the product of the given reaction. (1) Given the reactants [Br:1][CH2:2][CH2:3][NH:4][CH2:5][CH2:6][Br:7].Cl[C:9]([O:11][CH2:12][CH3:13])=[O:10].[OH-].[Na+].Cl, predict the reaction product. The product is: [CH2:12]([O:11][C:9](=[O:10])[N:4]([CH2:5][CH2:6][Br:7])[CH2:3][CH2:2][Br:1])[CH3:13]. (2) Given the reactants FC(F)(F)C(O)=O.[CH3:8][S:9][CH2:10][C:11]1[CH:12]=[CH:13][CH:14]=[C:15]2[C:19]=1[NH:18][CH:17]=[CH:16]2.[CH:20]1([C:23]([C:26]2[CH:31]=[CH:30][C:29]([CH3:32])=[CH:28][CH:27]=2)(O)[CH3:24])[CH2:22][CH2:21]1, predict the reaction product. The product is: [CH:20]1([C:23]([C:16]2[C:15]3[C:19](=[C:11]([CH2:10][S:9][CH3:8])[CH:12]=[CH:13][CH:14]=3)[NH:18][CH:17]=2)([C:26]2[CH:31]=[CH:30][C:29]([CH3:32])=[CH:28][CH:27]=2)[CH3:24])[CH2:22][CH2:21]1. (3) The product is: [N:1]1([CH2:6][C:7]2[S:15][C:14]3[CH2:13][CH2:12][NH:11][CH2:10][C:9]=3[CH:8]=2)[CH2:5][CH2:4][CH2:3][CH2:2]1. Given the reactants [N:1]1([CH2:6][C:7]2[S:15][C:14]3[CH2:13][CH2:12][N:11](C(OC(C)(C)C)=O)[CH2:10][C:9]=3[CH:8]=2)[CH2:5][CH2:4][CH2:3][CH2:2]1.FC(F)(F)C(O)=O, predict the reaction product. (4) Given the reactants [F:1][C:2]1[CH:7]=[CH:6][C:5]([NH:8][C:9]2[CH:14]=[CH:13][N:12]=[C:11]([NH:15][C:16]3[CH:21]=[CH:20][C:19]([S:22]([N:25]([CH3:32])[CH:26]4[CH2:31][CH2:30][NH:29][CH2:28][CH2:27]4)(=[O:24])=[O:23])=[CH:18][CH:17]=3)[N:10]=2)=[CH:4][C:3]=1[CH3:33].[CH3:34][C:35]1[CH:36]=[C:37]([CH:40]=O)[NH:38][N:39]=1, predict the reaction product. The product is: [F:1][C:2]1[CH:7]=[CH:6][C:5]([NH:8][C:9]2[CH:14]=[CH:13][N:12]=[C:11]([NH:15][C:16]3[CH:17]=[CH:18][C:19]([S:22]([N:25]([CH3:32])[CH:26]4[CH2:31][CH2:30][N:29]([CH2:40][C:37]5[NH:38][N:39]=[C:35]([CH3:34])[CH:36]=5)[CH2:28][CH2:27]4)(=[O:23])=[O:24])=[CH:20][CH:21]=3)[N:10]=2)=[CH:4][C:3]=1[CH3:33]. (5) Given the reactants [Cl:1][C:2]1[S:6][C:5]([S:7]([NH:10][C:11]2[CH:19]=[CH:18][C:14]([C:15]([OH:17])=[O:16])=[C:13]([OH:20])[CH:12]=2)(=[O:9])=[O:8])=[CH:4][C:3]=1[C:21]1[CH:26]=[CH:25][CH:24]=[C:23]([F:27])[CH:22]=1.[CH3:28][O:29][CH2:30][CH2:31]O, predict the reaction product. The product is: [Cl:1][C:2]1[S:6][C:5]([S:7]([NH:10][C:11]2[CH:19]=[CH:18][C:14]([C:15]([O:17][CH2:31][CH2:30][O:29][CH3:28])=[O:16])=[C:13]([OH:20])[CH:12]=2)(=[O:8])=[O:9])=[CH:4][C:3]=1[C:21]1[CH:26]=[CH:25][CH:24]=[C:23]([F:27])[CH:22]=1.